From a dataset of Full USPTO retrosynthesis dataset with 1.9M reactions from patents (1976-2016). Predict the reactants needed to synthesize the given product. (1) Given the product [ClH:1].[ClH:1].[CH3:26][NH:25][C@@H:22]1[CH2:23][CH2:24][N:20]([CH2:18][CH:17]([C:11]2([OH:10])[CH2:12][CH2:13][CH2:14][CH2:15][CH2:16]2)[C:33]2[CH:38]=[CH:37][CH:36]=[C:35]([O:39][C:40]([F:41])([F:42])[F:43])[CH:34]=2)[CH2:21]1, predict the reactants needed to synthesize it. The reactants are: [ClH:1].Cl.C1(O)CCCCC1.[OH:10][C:11]1([CH:17]([C:33]2[CH:38]=[CH:37][CH:36]=[C:35]([O:39][C:40]([F:43])([F:42])[F:41])[CH:34]=2)[C:18]([N:20]2[CH2:24][CH2:23][C@@H:22]([NH:25][C:26](=O)OC(C)(C)C)[CH2:21]2)=O)[CH2:16][CH2:15][CH2:14][CH2:13][CH2:12]1. (2) Given the product [Cl:1][C:2]1[CH:13]=[CH:12][C:5]([CH2:6][N:7]([CH3:11])[C:8](=[O:10])[CH3:9])=[CH:4][C:3]=1[CH:14]=[O:15], predict the reactants needed to synthesize it. The reactants are: [Cl:1][C:2]1[CH:13]=[CH:12][C:5]([CH2:6][N:7]([CH3:11])[C:8](=[O:10])[CH3:9])=[CH:4][C:3]=1[CH2:14][OH:15].CC(OI1(OC(C)=O)(OC(C)=O)OC(=O)C2C=CC=CC1=2)=O. (3) Given the product [SH:1][C:2]1[CH:3]=[C:4]([CH:8]=[CH:9][CH:10]=1)[C:5]([O:7][CH3:16])=[O:6], predict the reactants needed to synthesize it. The reactants are: [SH:1][C:2]1[CH:3]=[C:4]([CH:8]=[CH:9][CH:10]=1)[C:5]([OH:7])=[O:6].S(=O)(=O)(O)O.[CH3:16]O. (4) Given the product [NH2:8][C:5]1[N:6]=[CH:7][C:2]([C:11]2[CH:16]=[CH:15][C:24]([O:27][CH2:21][C:20]([OH:23])=[O:22])=[CH:13][CH:12]=2)=[N:3][C:4]=1[C:9]1[N:10]([CH2:18][CH3:19])[C:11]2[CH:16]=[CH:15][N:14]=[CH:13][C:12]=2[N:17]=1, predict the reactants needed to synthesize it. The reactants are: Br[C:2]1[N:3]=[C:4]([C:9]2[N:10]([CH2:18][CH3:19])[C:11]3[CH:16]=[CH:15][N:14]=[CH:13][C:12]=3[N:17]=2)[C:5]([NH2:8])=[N:6][CH:7]=1.[C:20]([O-:23])(=[O:22])[CH3:21].[C:24]([O-:27])([O-])=O.[K+].[K+]. (5) Given the product [F:17][C:14]1[CH:15]=[CH:16][C:11]([C:7]2[C:6]([CH2:4][OH:3])=[CH:10][O:9][N:8]=2)=[N:12][CH:13]=1, predict the reactants needed to synthesize it. The reactants are: C([O:3][C:4]([C:6]1[C:7]([C:11]2[CH:16]=[CH:15][C:14]([F:17])=[CH:13][N:12]=2)=[N:8][O:9][CH:10]=1)=O)C.[H-].[Al+3].[Li+].[H-].[H-].[H-].O.[OH-].[Na+]. (6) Given the product [CH2:31]([O:30][C:28](=[O:29])[N:21]([S:22]([CH3:25])(=[O:23])=[O:24])[N:10]1[C:9](=[O:26])[C:8]2[C:13](=[CH:14][C:15]([C:16]([F:18])([F:17])[F:19])=[C:6]([CH:3]([O:2][CH3:1])[CH2:4][CH3:5])[CH:7]=2)[NH:12][C:11]1=[O:20])[CH:32]([CH3:34])[CH3:33], predict the reactants needed to synthesize it. The reactants are: [CH3:1][O:2][CH:3]([C:6]1[CH:7]=[C:8]2[C:13](=[CH:14][C:15]=1[C:16]([F:19])([F:18])[F:17])[NH:12][C:11](=[O:20])[N:10]([NH:21][S:22]([CH3:25])(=[O:24])=[O:23])[C:9]2=[O:26])[CH2:4][CH3:5].Cl[C:28]([O:30][CH2:31][CH:32]([CH3:34])[CH3:33])=[O:29]. (7) Given the product [CH3:1][O:2][C:3]([C:5]1[C:10]([Cl:11])=[C:9]([NH:12][C:21]([O:23][C:24]([CH3:27])([CH3:26])[CH3:25])=[O:22])[C:8]([F:13])=[C:7]([C:14]2[CH:19]=[CH:18][C:17]([Cl:20])=[CH:16][CH:15]=2)[N:6]=1)=[O:4], predict the reactants needed to synthesize it. The reactants are: [CH3:1][O:2][C:3]([C:5]1[C:10]([Cl:11])=[C:9]([NH2:12])[C:8]([F:13])=[C:7]([C:14]2[CH:19]=[CH:18][C:17]([Cl:20])=[CH:16][CH:15]=2)[N:6]=1)=[O:4].[C:21](O[C:21]([O:23][C:24]([CH3:27])([CH3:26])[CH3:25])=[O:22])([O:23][C:24]([CH3:27])([CH3:26])[CH3:25])=[O:22].FC(F)(F)C(O)=O.